Dataset: Reaction yield outcomes from USPTO patents with 853,638 reactions. Task: Predict the reaction yield, written as a fraction of the theoretical maximum amount of product (1.0 means a 100% yield; for example, 0.34 means a 34% yield). (1) The reactants are [C:1]([C:3]1[C:4](C)([OH:10])[NH:5][CH:6]=[CH:7][C:8]=1[CH3:9])#[N:2].[CH3:12]O. The catalyst is [Ni].N. The product is [NH2:2][CH2:1][C:3]1[C:4](=[O:10])[NH:5][C:6]([CH3:12])=[CH:7][C:8]=1[CH3:9]. The yield is 1.00. (2) The reactants are [CH:1]1([C:4]2[CH:8]=[CH:7][S:6][C:5]=2[CH2:9][N:10]2[C:15]3[N:16]=[C:17](S(C)=O)[N:18]=[CH:19][C:14]=3[CH:13]=[CH:12][C:11]2=[O:23])[CH2:3][CH2:2]1.[CH3:24][N:25]1[CH2:30][CH2:29][N:28]([C:31]2[CH:37]=[CH:36][C:34]([NH2:35])=[CH:33][CH:32]=2)[CH2:27][CH2:26]1. No catalyst specified. The product is [CH:1]1([C:4]2[CH:8]=[CH:7][S:6][C:5]=2[CH2:9][N:10]2[C:15]3[N:16]=[C:17]([NH:35][C:34]4[CH:33]=[CH:32][C:31]([N:28]5[CH2:27][CH2:26][N:25]([CH3:24])[CH2:30][CH2:29]5)=[CH:37][CH:36]=4)[N:18]=[CH:19][C:14]=3[CH:13]=[CH:12][C:11]2=[O:23])[CH2:3][CH2:2]1. The yield is 0.320.